The task is: Predict the reaction yield, written as a fraction of the theoretical maximum amount of product (1.0 means a 100% yield; for example, 0.34 means a 34% yield).. This data is from Reaction yield outcomes from USPTO patents with 853,638 reactions. (1) The reactants are [NH2:1][C:2]1[CH:3]=[C:4]([OH:8])[CH:5]=[CH:6][CH:7]=1.N1C=CN=C1.[CH3:14][C:15]([Si:18](Cl)([CH3:20])[CH3:19])([CH3:17])[CH3:16]. The catalyst is CN(C=O)C. The product is [Si:18]([O:8][C:4]1[CH:3]=[C:2]([CH:7]=[CH:6][CH:5]=1)[NH2:1])([C:15]([CH3:17])([CH3:16])[CH3:14])([CH3:20])[CH3:19]. The yield is 0.760. (2) The reactants are [Cl:1][C:2]1[CH:3]=[C:4]([C:22]2[CH:27]=[CH:26][C:25]([C:28]([OH:30])=O)=[CH:24][CH:23]=2)[CH:5]=[C:6]([Cl:21])[C:7]=1[CH2:8][CH:9]1[CH2:13][CH2:12][N:11]([CH:14]2[CH2:19][CH2:18][CH2:17][CH2:16][CH2:15]2)[C:10]1=[O:20].C([N:33]1[CH:37]=[CH:36][N:35]=[CH:34]1)([N:33]1[CH:37]=[CH:36][N:35]=[CH:34]1)=O.C(OC(N1CC(N)C1)=O)(C)(C)C. The catalyst is ClCCl. The product is [NH:33]1[CH2:37][CH:36]([NH:35][C:28]([C:25]2[CH:24]=[CH:23][C:22]([C:4]3[CH:3]=[C:2]([Cl:1])[C:7]([CH2:8][CH:9]4[CH2:13][CH2:12][N:11]([CH:14]5[CH2:15][CH2:16][CH2:17][CH2:18][CH2:19]5)[C:10]4=[O:20])=[C:6]([Cl:21])[CH:5]=3)=[CH:27][CH:26]=2)=[O:30])[CH2:34]1. The yield is 0.0760. (3) The reactants are [N:1]#[C:2]Br.[Br:4][C:5]1[CH:11]=[CH:10][C:8]([NH2:9])=[CH:7][C:6]=1[CH3:12]. The catalyst is C(OCC)C.C1COCC1. The product is [Br:4][C:5]1[CH:11]=[CH:10][C:8]([NH:9][C:2]#[N:1])=[CH:7][C:6]=1[CH3:12]. The yield is 0.130.